This data is from Reaction yield outcomes from USPTO patents with 853,638 reactions. The task is: Predict the reaction yield, written as a fraction of the theoretical maximum amount of product (1.0 means a 100% yield; for example, 0.34 means a 34% yield). (1) The reactants are [NH2:1][C:2]1[CH:12]=[CH:11][C:5]([O:6][CH2:7][C:8]([OH:10])=[O:9])=[C:4]([C:13](=[O:24])[NH:14][CH2:15][C:16]2[CH:21]=[CH:20][C:19]([Br:22])=[CH:18][C:17]=2[F:23])[CH:3]=1.[CH2:25](O)[CH:26]=[CH2:27]. The catalyst is OS(O)(=O)=O. The product is [CH2:27]([O:9][C:8](=[O:10])[CH2:7][O:6][C:5]1[CH:11]=[CH:12][C:2]([NH2:1])=[CH:3][C:4]=1[C:13](=[O:24])[NH:14][CH2:15][C:16]1[CH:21]=[CH:20][C:19]([Br:22])=[CH:18][C:17]=1[F:23])[CH:26]=[CH2:25]. The yield is 0.200. (2) The reactants are Br[C:2]1[N:6]=[C:5]([CH:7]=[CH:8][C:9]2[N:19]=[C:12]3[C:13]([CH3:18])=[N:14][CH:15]=[C:16]([CH3:17])[N:11]3[N:10]=2)[N:4]([CH2:20][C:21]2[CH:26]=[CH:25][C:24]([O:27][CH3:28])=[CH:23][CH:22]=2)[N:3]=1.[NH:29]1[CH2:33][CH2:32][CH2:31][CH2:30]1. No catalyst specified. The product is [CH3:28][O:27][C:24]1[CH:25]=[CH:26][C:21]([CH2:20][N:4]2[C:5]([CH:7]=[CH:8][C:9]3[N:19]=[C:12]4[C:13]([CH3:18])=[N:14][CH:15]=[C:16]([CH3:17])[N:11]4[N:10]=3)=[N:6][C:2]([N:29]3[CH2:33][CH2:32][CH2:31][CH2:30]3)=[N:3]2)=[CH:22][CH:23]=1. The yield is 0.428. (3) The reactants are [N+:1]([CH2:3][C:4]([O:6]C)=O)#[C-:2].[NH:8]1[CH2:12][CH2:11][CH2:10][CH2:9]1. The yield is 0.980. The product is [N+:1]([CH2:3][C:4]([N:8]1[CH2:12][CH2:11][CH2:10][CH2:9]1)=[O:6])#[C-:2]. No catalyst specified. (4) The reactants are [CH3:1][C:2]1[C:7]2[NH:8][C:9](=[O:11])[S:10][C:6]=2[CH:5]=[CH:4][C:3]=1[C:12]([O:14][CH3:15])=[O:13].[C:16](=O)([O-])[O-].[K+].[K+].S(OC)(OC)(=O)=O. The catalyst is CC(C)=O. The product is [CH3:16][N:8]1[C:7]2[C:2]([CH3:1])=[C:3]([C:12]([O:14][CH3:15])=[O:13])[CH:4]=[CH:5][C:6]=2[S:10][C:9]1=[O:11]. The yield is 0.840. (5) The reactants are [CH3:1][O:2][C:3]1[CH:4]=[C:5]2[C:10](=[CH:11][C:12]=1[O:13][CH3:14])[N:9]=[CH:8][N:7]=[C:6]2[O:15][C:16]1[CH:22]=[CH:21][C:19]([NH2:20])=[CH:18][C:17]=1[CH3:23].[CH3:24][O:25][C:26]1[CH:31]=[CH:30][CH:29]=[CH:28][C:27]=1[N:32]=[C:33]=[O:34].CO. The catalyst is C(Cl)(Cl)Cl. The product is [CH3:1][O:2][C:3]1[CH:4]=[C:5]2[C:10](=[CH:11][C:12]=1[O:13][CH3:14])[N:9]=[CH:8][N:7]=[C:6]2[O:15][C:16]1[CH:22]=[CH:21][C:19]([NH:20][C:33]([NH:32][C:27]2[CH:28]=[CH:29][CH:30]=[CH:31][C:26]=2[O:25][CH3:24])=[O:34])=[CH:18][C:17]=1[CH3:23]. The yield is 0.550.